Dataset: Full USPTO retrosynthesis dataset with 1.9M reactions from patents (1976-2016). Task: Predict the reactants needed to synthesize the given product. The reactants are: [F:1][C:2]1[CH:25]=[CH:24][C:5]([CH2:6][O:7][CH2:8][C:9]([NH:11][CH2:12][CH2:13][CH2:14][C:15]2[CH:20]=[CH:19][C:18]([CH2:21][CH:22]=O)=[CH:17][CH:16]=2)=[O:10])=[CH:4][CH:3]=1.[NH2:26][CH2:27][CH2:28][C:29]1[C:37]2[C:32](=[CH:33][CH:34]=[CH:35][CH:36]=2)[NH:31][CH:30]=1.[BH-](OC(C)=O)(OC(C)=O)OC(C)=O.[Na+].[BH4-].[Na+]. Given the product [NH:31]1[C:32]2[C:37](=[CH:36][CH:35]=[CH:34][CH:33]=2)[C:29]([CH2:28][CH2:27][NH:26][CH2:22][CH2:21][C:18]2[CH:19]=[CH:20][C:15]([CH2:14][CH2:13][CH2:12][NH:11][C:9](=[O:10])[CH2:8][O:7][CH2:6][C:5]3[CH:24]=[CH:25][C:2]([F:1])=[CH:3][CH:4]=3)=[CH:16][CH:17]=2)=[CH:30]1, predict the reactants needed to synthesize it.